From a dataset of Reaction yield outcomes from USPTO patents with 853,638 reactions. Predict the reaction yield, written as a fraction of the theoretical maximum amount of product (1.0 means a 100% yield; for example, 0.34 means a 34% yield). (1) The reactants are [F:1][C:2]1[C:3]([NH:18][C:19]2[CH:24]=[CH:23][C:22]([I:25])=[CH:21][C:20]=2[F:26])=[C:4]([C:9]([N:11]2[CH2:14][CH:13]([C:15]([OH:17])=O)[CH2:12]2)=[O:10])[CH:5]=[CH:6][C:7]=1[F:8].CN(C(ON1N=NC2C=CC=CC1=2)=[N+](C)C)C.F[P-](F)(F)(F)(F)F.[NH2:51][CH2:52][CH2:53][OH:54].CN1CCOCC1. The catalyst is CN(C)C=O.C(Cl)(Cl)Cl. The product is [F:1][C:2]1[C:3]([NH:18][C:19]2[CH:24]=[CH:23][C:22]([I:25])=[CH:21][C:20]=2[F:26])=[C:4]([C:9]([N:11]2[CH2:12][CH:13]([C:15]([NH:51][CH2:52][CH2:53][OH:54])=[O:17])[CH2:14]2)=[O:10])[CH:5]=[CH:6][C:7]=1[F:8]. The yield is 0.580. (2) The reactants are C(N(C(C)C)CC)(C)C.[OH:10][CH2:11][CH:12]1[CH2:15][N:14]([C:16]([O:18][C:19]([CH3:22])([CH3:21])[CH3:20])=[O:17])[CH2:13]1.[CH3:23][P:24](Cl)([CH3:26])=[O:25]. The catalyst is ClCCl.O. The product is [CH3:23][P:24]([O:10][CH2:11][CH:12]1[CH2:15][N:14]([C:16]([O:18][C:19]([CH3:22])([CH3:21])[CH3:20])=[O:17])[CH2:13]1)([CH3:26])=[O:25]. The yield is 0.683. (3) The reactants are Br[C:2]1[CH:3]=[C:4]2[C:9](=[CH:10][CH:11]=1)[N:8]=[CH:7][C:6]([C:12](=[O:14])[CH3:13])=[C:5]2[NH:15][C:16]1[CH:17]=[N:18][C:19]([NH:22][CH2:23][CH2:24][N:25]([CH3:27])[CH3:26])=[CH:20][CH:21]=1.[Cl:28][C:29]1[CH:34]=[C:33](B2OC(C)(C)C(C)(C)O2)[CH:32]=[C:31]([F:44])[C:30]=1[OH:45]. No catalyst specified. The product is [Cl:28][C:29]1[CH:34]=[C:33]([C:2]2[CH:3]=[C:4]3[C:9](=[CH:10][CH:11]=2)[N:8]=[CH:7][C:6]([C:12](=[O:14])[CH3:13])=[C:5]3[NH:15][C:16]2[CH:17]=[N:18][C:19]([NH:22][CH2:23][CH2:24][N:25]([CH3:27])[CH3:26])=[CH:20][CH:21]=2)[CH:32]=[C:31]([F:44])[C:30]=1[OH:45]. The yield is 0.160. (4) The reactants are [C:1]([O:5][C:6]([N:8]1[C:13]2[CH:14]=[C:15]([Cl:22])[C:16]([N:18]([C:20]#[N:21])[CH3:19])=[CH:17][C:12]=2[O:11][CH:10]([C:23](=[O:42])[N:24]([CH2:26][CH2:27][C:28]([C:40]#[N:41])([CH2:38][CH3:39])[CH2:29]/[C:30](/[CH:36]=[CH2:37])=[CH:31]/[CH:32]=[C:33](/[F:35])\[CH3:34])[CH3:25])[CH2:9]1)=[O:7])([CH3:4])([CH3:3])[CH3:2].[N-:43]=[N+:44]=[N-:45].[Na+].[Cl-].[NH4+]. The catalyst is CN(C=O)C.O. The product is [C:1]([O:5][C:6]([N:8]1[C:13]2[CH:14]=[C:15]([Cl:22])[C:16]([N:18]([CH3:19])[C:20]3[N:43]=[N:44][NH:45][N:21]=3)=[CH:17][C:12]=2[O:11][CH:10]([C:23](=[O:42])[N:24]([CH2:26][CH2:27][C:28]([C:40]#[N:41])([CH2:38][CH3:39])[CH2:29]/[C:30](/[CH:36]=[CH2:37])=[CH:31]/[CH:32]=[C:33](/[F:35])\[CH3:34])[CH3:25])[CH2:9]1)=[O:7])([CH3:2])([CH3:3])[CH3:4]. The yield is 0.503. (5) The reactants are [CH2:1]([N:5]([CH2:29][C:30]1[CH:35]=[CH:34][C:33]([C:36]([F:39])([F:38])[F:37])=[CH:32][C:31]=1[F:40])[C:6](=[O:28])[CH2:7][O:8][C:9]1[CH:14]=[CH:13][C:12]([CH2:15][CH2:16][O:17][C:18]2[CH:27]=[CH:26][CH:25]=[CH:24][C:19]=2[C:20]([O:22]C)=[O:21])=[CH:11][CH:10]=1)[CH2:2][CH2:3][CH3:4].[OH-].[Li+]. The catalyst is C1COCC1.O. The product is [CH2:1]([N:5]([CH2:29][C:30]1[CH:35]=[CH:34][C:33]([C:36]([F:37])([F:38])[F:39])=[CH:32][C:31]=1[F:40])[C:6](=[O:28])[CH2:7][O:8][C:9]1[CH:14]=[CH:13][C:12]([CH2:15][CH2:16][O:17][C:18]2[CH:27]=[CH:26][CH:25]=[CH:24][C:19]=2[C:20]([OH:22])=[O:21])=[CH:11][CH:10]=1)[CH2:2][CH2:3][CH3:4]. The yield is 0.945. (6) The reactants are [F:1][C:2]1[CH:7]=[CH:6][C:5]([C:8]2[C:20]([CH:21]=[O:22])=[C:11]3[CH:12]=[CH:13][C:14]([C:16]([F:19])([F:18])[F:17])=[CH:15][N:10]3[N:9]=2)=[CH:4][CH:3]=1.[C:23]([Mg]Br)#[CH:24].O.Cl. The catalyst is O1CCCC1. The product is [F:1][C:2]1[CH:3]=[CH:4][C:5]([C:8]2[C:20]([CH:21]([OH:22])[C:23]#[CH:24])=[C:11]3[CH:12]=[CH:13][C:14]([C:16]([F:19])([F:18])[F:17])=[CH:15][N:10]3[N:9]=2)=[CH:6][CH:7]=1. The yield is 0.960. (7) The reactants are [C:1]([O:5][C:6]([NH:8][C@@H:9]1[CH2:14][CH2:13][C@H:12]([C:15](O)=[O:16])[CH2:11][CH2:10]1)=[O:7])([CH3:4])([CH3:3])[CH3:2].CN1CCOCC1.ClC(OCC(C)C)=O.[BH4-].[Na+]. The catalyst is C1COCC1.CO. The product is [C:1]([O:5][C:6]([NH:8][C@H:9]1[CH2:10][CH2:11][C@@H:12]([CH2:15][OH:16])[CH2:13][CH2:14]1)=[O:7])([CH3:4])([CH3:3])[CH3:2]. The yield is 1.00. (8) The reactants are N1N[N:3]=[N:4][C:5]=1[C:6]1[N:11]=[C:10]([C:12]2[CH:17]=[CH:16][CH:15]=[CH:14][N:13]=2)[CH:9]=[CH:8][CH:7]=1.[C:18](Cl)(=[O:28])[C:19]1[CH:27]=[CH:26][C:22]([C:23](Cl)=[O:24])=[CH:21][CH:20]=1.O. The catalyst is N1C=CC=CC=1. The product is [N:11]1[C:6]([C:5]2[O:28][C:18]([C:19]3[CH:27]=[CH:26][C:22]([C:23]4[O:24][C:5]([C:6]5[N:11]=[C:10]([C:12]6[CH:17]=[CH:16][CH:15]=[CH:14][N:13]=6)[CH:9]=[CH:8][CH:7]=5)=[N:4][N:3]=4)=[CH:21][CH:20]=3)=[N:3][N:4]=2)=[CH:7][CH:8]=[CH:9][C:10]=1[C:12]1[CH:17]=[CH:16][CH:15]=[CH:14][N:13]=1. The yield is 0.740. (9) The yield is 0.720. The reactants are [SH:1][CH2:2][CH2:3][CH2:4][Si:5]([O:10][CH3:11])([O:8][CH3:9])[O:6][CH3:7].[H-].[Na+].[C:14](=[S:16])=[S:15].Cl[CH2:18][C:19]#[N:20]. The catalyst is C(OCC)C. The product is [C:14](=[S:1])([SH:16])[SH:15].[C:14](=[S:16])([S:1][CH2:2][CH2:3][CH2:4][Si:5]([O:10][CH3:11])([O:6][CH3:7])[O:8][CH3:9])[S:15][CH2:18][C:19]#[N:20].